From a dataset of Catalyst prediction with 721,799 reactions and 888 catalyst types from USPTO. Predict which catalyst facilitates the given reaction. (1) Product: [Cl:1][C:2]1[CH:9]=[C:8]([C:10]2[NH:14][N:13]=[CH:12][C:11]=2[Cl:21])[CH:7]=[CH:6][C:3]=1[C:4]#[N:5]. The catalyst class is: 15. Reactant: [Cl:1][C:2]1[CH:9]=[C:8]([C:10]2[N:14](C3CCCCO3)[N:13]=[CH:12][CH:11]=2)[CH:7]=[CH:6][C:3]=1[C:4]#[N:5].[Cl:21][O-].[Na+]. (2) The catalyst class is: 8. Reactant: Br.[NH2:2][C:3]1[NH:7][N:6]=[C:5]([CH3:8])[C:4]=1[Br:9].[C:10]([CH:13]1[CH2:18][CH2:17][O:16][C:14]1=[O:15])(=O)[CH3:11]. Product: [Br:9][C:4]1[C:5]([CH3:8])=[N:6][N:7]2[C:14]([OH:15])=[C:13]([CH2:18][CH2:17][OH:16])[C:10]([CH3:11])=[N:2][C:3]=12. (3) Reactant: [Cl:1][C:2]1[CH:7]=[CH:6][CH:5]=[CH:4][C:3]=1[N:8]1[C:12]([S:13][C:14]2[CH:19]=[CH:18][C:17]([CH3:20])=[CH:16][N:15]=2)=[CH:11][C:10]([C:21](OCC)=[O:22])=[N:9]1.[H-].C([Al+]CC(C)C)C(C)C.[OH-].[Na+]. Product: [Cl:1][C:2]1[CH:7]=[CH:6][CH:5]=[CH:4][C:3]=1[N:8]1[C:12]([S:13][C:14]2[CH:19]=[CH:18][C:17]([CH3:20])=[CH:16][N:15]=2)=[CH:11][C:10]([CH:21]=[O:22])=[N:9]1. The catalyst class is: 207. (4) Reactant: [CH3:1][O:2][C:3](=[O:13])[C:4]1[CH:9]=[CH:8][C:7]([O:10][CH3:11])=[C:6](Br)[CH:5]=1.[F:14][C:15]1[CH:16]=[C:17](B(O)O)[CH:18]=[CH:19][C:20]=1[O:21][CH3:22].C(=O)(O)[O-].[Na+].C1(C)C=CC=CC=1. Product: [CH3:1][O:2][C:3]([C:4]1[CH:5]=[C:6]([C:17]2[CH:18]=[CH:19][C:20]([O:21][CH3:22])=[C:15]([F:14])[CH:16]=2)[C:7]([O:10][CH3:11])=[CH:8][CH:9]=1)=[O:13]. The catalyst class is: 690.